From a dataset of Reaction yield outcomes from USPTO patents with 853,638 reactions. Predict the reaction yield, written as a fraction of the theoretical maximum amount of product (1.0 means a 100% yield; for example, 0.34 means a 34% yield). (1) The reactants are C(OC([N:8]1[CH2:12][CH:11]([O:13][C:14](=[O:24])[C:15]2[CH:20]=[CH:19][C:18]([N+:21]([O-:23])=[O:22])=[CH:17][CH:16]=2)[CH2:10][CH:9]1[C:25](=[O:37])[NH:26][C:27]1([C:32]([O:34][CH2:35][CH3:36])=[O:33])[CH2:29][CH:28]1[CH:30]=[CH2:31])=O)(C)(C)C. The catalyst is FC(F)(F)S(O)(=O)=O.ClCCl. The product is [CH2:35]([O:34][C:32]([C:27]1([NH:26][C:25]([CH:9]2[NH:8][CH2:12][CH:11]([O:13][C:14](=[O:24])[C:15]3[CH:16]=[CH:17][C:18]([N+:21]([O-:23])=[O:22])=[CH:19][CH:20]=3)[CH2:10]2)=[O:37])[CH2:29][CH:28]1[CH:30]=[CH2:31])=[O:33])[CH3:36]. The yield is 0.950. (2) The reactants are [C:1]([C:9]1[CH:14]=[C:13]([Cl:15])[CH:12]=[CH:11][C:10]=1[NH:16][S:17]([C:20]([F:23])([F:22])[F:21])(=[O:19])=[O:18])(=O)[C:2]1[CH:7]=[CH:6][CH:5]=[CH:4][CH:3]=1.Cl.[Br:25][C:26]1[CH:34]=[CH:33][C:29]([CH2:30][O:31][NH2:32])=[CH:28][CH:27]=1.CC([O-])=O.[Na+]. The yield is 0.380. The catalyst is CCO. The product is [Br:25][C:26]1[CH:34]=[CH:33][C:29]([CH2:30][O:31][N:32]=[C:1]([C:2]2[CH:7]=[CH:6][CH:5]=[CH:4][CH:3]=2)[C:9]2[CH:14]=[C:13]([Cl:15])[CH:12]=[CH:11][C:10]=2[NH:16][S:17]([C:20]([F:23])([F:22])[F:21])(=[O:19])=[O:18])=[CH:28][CH:27]=1.